This data is from Full USPTO retrosynthesis dataset with 1.9M reactions from patents (1976-2016). The task is: Predict the reactants needed to synthesize the given product. The reactants are: CC1(C)S[C@@H]2[C@H](NC([C@H](N)C3C=CC=CC=3)=O)C(=O)N2[C@H]1C(O)=O.CC(S[C@@H]1O[C@H](CO)[C@H](O)[C@H](O)[C@H]1O)C.NCC(=O)CCC(O)=O.CC[C@@H](C(O[C@@H]1[C@@H]2[C@@H](CCCC[C@@H](O)CC([O-])=O)[C@@H](C)C=CC2=CCC1)=O)C.[Na+].C1N=C(N)C2N=CN([C@@H]3O[C@H](COP(OP(OC[C@H]4O[C@@H](N5C=C(C(N)=O)CC=C5)[C@H](O)[C@@H]4O)(O)=O)(O)=O)[C@@H](O)[C@H]3OP(O)(O)=O)C=2N=1.[CH3:126][CH2:127][C@@H:128]([C:130]([O:132][C@@H:133]1[C@@H:138]2[C@@H:139]([CH2:144][CH2:145][C@@H:146]([OH:154])[CH2:147][C@@H:148]([OH:153])[CH2:149][C:150]([OH:152])=[O:151])[C@@H:140]([CH3:143])[CH:141]=[CH:142][C:137]2=[CH:136][C@@H:135](O)[CH2:134]1)=[O:131])[CH3:129]. Given the product [CH3:126][CH2:127][C@@H:128]([C:130]([O:132][C@@H:133]1[C@@H:138]2[C@@H:139]([CH2:144][CH2:145][C@@H:146]([OH:154])[CH2:147][C@@H:148]([OH:153])[CH2:149][C:150]([OH:152])=[O:151])[C@@H:140]([CH3:143])[CH:141]=[CH:142][C:137]2=[CH:136][CH2:135][CH2:134]1)=[O:131])[CH3:129], predict the reactants needed to synthesize it.